Predict the product of the given reaction. From a dataset of Forward reaction prediction with 1.9M reactions from USPTO patents (1976-2016). (1) Given the reactants [CH2:1]([O:8][C:9]1[CH:14]=[CH:13][NH:12][C:11](=[O:15])[CH:10]=1)[C:2]1[CH:7]=[CH:6][CH:5]=[CH:4][CH:3]=1.Br[C:17]1[S:21][C:20]([C:22]([NH:24][CH2:25][C:26]2[CH:31]=[CH:30][C:29]([F:32])=[CH:28][CH:27]=2)=[O:23])=[C:19]([CH3:33])[CH:18]=1, predict the reaction product. The product is: [CH2:1]([O:8][C:9]1[CH:14]=[CH:13][N:12]([C:17]2[S:21][C:20]([C:22]([NH:24][CH2:25][C:26]3[CH:27]=[CH:28][C:29]([F:32])=[CH:30][CH:31]=3)=[O:23])=[C:19]([CH3:33])[CH:18]=2)[C:11](=[O:15])[CH:10]=1)[C:2]1[CH:3]=[CH:4][CH:5]=[CH:6][CH:7]=1. (2) Given the reactants [Cl:1][C:2]1[CH:17]=[CH:16][CH:15]=[CH:14][C:3]=1[C:4]([NH:6][C:7]1[CH:12]=[CH:11][C:10]([Cl:13])=[CH:9][CH:8]=1)=[NH:5].C([O-])(O)=O.[Na+].[CH2:23]([O:25][C:26](=[O:31])[C:27](=[O:30])[CH2:28]Br)[CH3:24], predict the reaction product. The product is: [CH2:23]([O:25][C:26]([C:27]1([OH:30])[CH2:28][N:6]([C:7]2[CH:12]=[CH:11][C:10]([Cl:13])=[CH:9][CH:8]=2)[C:4]([C:3]2[CH:14]=[CH:15][CH:16]=[CH:17][C:2]=2[Cl:1])=[N:5]1)=[O:31])[CH3:24].